Dataset: Forward reaction prediction with 1.9M reactions from USPTO patents (1976-2016). Task: Predict the product of the given reaction. (1) Given the reactants N[C:2]1[CH:11]=[CH:10][CH:9]=[C:8]2[C:3]=1[CH:4]=[C:5]([Cl:13])[N:6]=[C:7]2[CH3:12].N([O-])=O.[Na+].[NH4+].[OH-].[BrH:20], predict the reaction product. The product is: [Br:20][C:2]1[CH:11]=[CH:10][CH:9]=[C:8]2[C:3]=1[CH:4]=[C:5]([Cl:13])[N:6]=[C:7]2[CH3:12]. (2) The product is: [Br:1][C:2]1[C:3]([O:10][CH3:11])=[N:4][N:5]([CH3:9])[C:6](=[O:8])[CH:7]=1. Given the reactants [Br:1][C:2]1[C:3](=[O:10])[NH:4][N:5]([CH3:9])[C:6](=[O:8])[CH:7]=1.[C:11]([O-])([O-])=O.[K+].[K+].CI, predict the reaction product. (3) The product is: [C:33]([O:37][C:38]([N:40]1[CH2:45][CH2:44][CH:43]([CH2:46][NH:47][C:28]([C:25]2([NH:24][C:22](=[O:23])[C:21]3[CH:31]=[CH:32][C:18]([S:15](=[O:16])(=[O:17])[NH:14][C:9]4[CH:10]=[CH:11][CH:12]=[CH:13][C:8]=4[O:1][C:2]4[CH:7]=[CH:6][CH:5]=[CH:4][CH:3]=4)=[CH:19][CH:20]=3)[CH2:26][CH2:27]2)=[O:30])[CH2:42][CH2:41]1)=[O:39])([CH3:36])([CH3:35])[CH3:34]. Given the reactants [O:1]([C:8]1[CH:13]=[CH:12][CH:11]=[CH:10][C:9]=1[NH:14][S:15]([C:18]1[CH:32]=[CH:31][C:21]([C:22]([NH:24][C:25]2([C:28]([OH:30])=O)[CH2:27][CH2:26]2)=[O:23])=[CH:20][CH:19]=1)(=[O:17])=[O:16])[C:2]1[CH:7]=[CH:6][CH:5]=[CH:4][CH:3]=1.[C:33]([O:37][C:38]([N:40]1[CH2:45][CH2:44][CH:43]([CH2:46][NH2:47])[CH2:42][CH2:41]1)=[O:39])([CH3:36])([CH3:35])[CH3:34], predict the reaction product. (4) The product is: [Cl:1][C:2]1[CH:3]=[CH:4][C:5]([S:8]([N:11]([CH2:27][C:24]2[CH:25]=[CH:26][C:21]([C:20]([O:19][CH3:18])=[O:29])=[CH:22][CH:23]=2)[C@H:12]([C@@H:15]([OH:17])[CH3:16])[CH2:13][OH:14])(=[O:10])=[O:9])=[CH:6][CH:7]=1. Given the reactants [Cl:1][C:2]1[CH:7]=[CH:6][C:5]([S:8]([NH:11][C@H:12]([C@@H:15]([OH:17])[CH3:16])[CH2:13][OH:14])(=[O:10])=[O:9])=[CH:4][CH:3]=1.[CH3:18][O:19][C:20](=[O:29])[C:21]1[CH:26]=[CH:25][C:24]([CH2:27]Br)=[CH:23][CH:22]=1, predict the reaction product. (5) Given the reactants [CH:1]([C:3]1[CH:36]=[CH:35][C:6]([CH2:7][N:8]2[C:13](=[N:14][C:15]3[CH:20]=[CH:19][C:18]([O:21][CH:22]([CH3:24])[CH3:23])=[C:17]([CH3:25])[CH:16]=3)[NH:12][C:11](=[O:26])[N:10]([CH2:27][C@@H:28]([C:30]([O:32]C)=[O:31])[CH3:29])[C:9]2=[O:34])=[CH:5][CH:4]=1)=[CH2:2].CO.[OH-].[Li+].C(O)(=O)CC(CC(O)=O)(C(O)=O)O, predict the reaction product. The product is: [CH:1]([C:3]1[CH:4]=[CH:5][C:6]([CH2:7][N:8]2[C:13](=[N:14][C:15]3[CH:20]=[CH:19][C:18]([O:21][CH:22]([CH3:24])[CH3:23])=[C:17]([CH3:25])[CH:16]=3)[NH:12][C:11](=[O:26])[N:10]([CH2:27][C@@H:28]([C:30]([OH:32])=[O:31])[CH3:29])[C:9]2=[O:34])=[CH:35][CH:36]=1)=[CH2:2]. (6) The product is: [NH2:1][C:2]1[CH:12]=[C:11]([CH:16]=[O:18])[C:10]([O:14][CH3:15])=[CH:9][C:3]=1[C:4]([O:6][CH2:7][CH3:8])=[O:5]. Given the reactants [NH2:1][C:2]1[CH:12]=[C:11](Cl)[C:10]([O:14][CH3:15])=[CH:9][C:3]=1[C:4]([O:6][CH2:7][CH3:8])=[O:5].[CH2:16]([O:18]C(=O)C1C=C(C(F)(F)F)C(C=C)=CC=1N)C.CC[C@@H]1[C@@H]2C[C@H]([C@@H](OC3C4C(=CC=CC=4)C(O[C@@H](C4C=CN=C5C=4C=C(OC)C=C5)[C@@H]4N5C[C@H](CC)[C@@H](CC5)C4)=NN=3)C3C=CN=C4C=3C=C(OC)C=C4)N(CC2)C1, predict the reaction product. (7) Given the reactants Cl.[C:2]1([C:31]2[CH:36]=[CH:35][CH:34]=[CH:33][CH:32]=2)[CH:7]=[CH:6][C:5]([C:8]([NH:10][CH2:11][CH2:12][O:13][C:14]2[CH:19]=[CH:18][C:17]([CH2:20][CH:21]([NH:27][CH2:28][CH2:29][CH3:30])[C:22]([O:24]CC)=[O:23])=[CH:16][CH:15]=2)=[O:9])=[CH:4][CH:3]=1.[OH-].[Na+], predict the reaction product. The product is: [C:2]1([C:31]2[CH:32]=[CH:33][CH:34]=[CH:35][CH:36]=2)[CH:3]=[CH:4][C:5]([C:8]([NH:10][CH2:11][CH2:12][O:13][C:14]2[CH:19]=[CH:18][C:17]([CH2:20][CH:21]([NH:27][CH2:28][CH2:29][CH3:30])[C:22]([OH:24])=[O:23])=[CH:16][CH:15]=2)=[O:9])=[CH:6][CH:7]=1. (8) Given the reactants Br[C:2]1[N:7]=[N:6][C:5]([NH2:8])=[N:4][C:3]=1[C:9]1[CH:14]=[CH:13][CH:12]=[CH:11][CH:10]=1.[CH:15]([C:18]1[CH:19]=[C:20](B(O)O)[CH:21]=[CH:22][CH:23]=1)([CH3:17])[CH3:16], predict the reaction product. The product is: [C:9]1([C:3]2[N:4]=[C:5]([NH2:8])[N:6]=[N:7][C:2]=2[C:22]2[CH:21]=[CH:20][CH:19]=[C:18]([CH:15]([CH3:17])[CH3:16])[CH:23]=2)[CH:14]=[CH:13][CH:12]=[CH:11][CH:10]=1. (9) Given the reactants [C:1]([C:5]1[CH:6]=[N:7][CH:8]=[C:9]([CH2:11][O:12][Si](C(C)C)(C(C)C)C(C)C)[CH:10]=1)([CH3:4])([CH3:3])[CH3:2].CO, predict the reaction product. The product is: [C:1]([C:5]1[CH:10]=[C:9]([CH2:11][OH:12])[CH:8]=[N:7][CH:6]=1)([CH3:4])([CH3:2])[CH3:3]. (10) Given the reactants [Cl:1][C:2]1[C:3]([F:42])=[C:4]([C@@H:8]2[C@:12]([C:15]3[CH:20]=[CH:19][C:18]([Cl:21])=[CH:17][C:16]=3[F:22])([C:13]#[N:14])[C@H:11]([CH2:23][C:24]([CH3:27])([CH3:26])[CH3:25])[NH:10][C@H:9]2[C:28]([NH:30][C:31]2[CH:39]=[CH:38][C:34]([C:35]([OH:37])=[O:36])=[CH:33][C:32]=2[O:40][CH3:41])=[O:29])[CH:5]=[CH:6][CH:7]=1.[CH3:43][O:44][CH2:45][CH2:46][O:47][CH2:48][CH2:49][O:50][CH2:51][CH2:52][O:53][CH2:54][CH2:55][O:56][CH2:57][CH2:58]O, predict the reaction product. The product is: [ClH:1].[CH3:43][O:44][CH2:45][CH2:46][O:47][CH2:48][CH2:49][O:50][CH2:51][CH2:52][O:53][CH2:54][CH2:55][O:56][CH2:57][CH2:58][O:36][C:35](=[O:37])[C:34]1[CH:38]=[CH:39][C:31]([NH:30][C:28]([C@H:9]2[C@H:8]([C:4]3[CH:5]=[CH:6][CH:7]=[C:2]([Cl:1])[C:3]=3[F:42])[C@:12]([C:15]3[CH:20]=[CH:19][C:18]([Cl:21])=[CH:17][C:16]=3[F:22])([C:13]#[N:14])[C@H:11]([CH2:23][C:24]([CH3:26])([CH3:27])[CH3:25])[NH:10]2)=[O:29])=[C:32]([O:40][CH3:41])[CH:33]=1.